Dataset: Full USPTO retrosynthesis dataset with 1.9M reactions from patents (1976-2016). Task: Predict the reactants needed to synthesize the given product. (1) Given the product [NH2:1][CH:2]([CH:3]([CH3:4])[CH2:5][CH3:6])[C:7]([O-:9])=[O:8].[Na+:11], predict the reactants needed to synthesize it. The reactants are: [NH2:1][C@H:2]([C:7]([OH:9])=[O:8])[C@H:3]([CH2:5][CH3:6])[CH3:4].[OH-].[Na+:11]. (2) Given the product [OH:7][CH2:8][C:9]1[CH:14]=[CH:13][C:12]([CH2:15][CH2:16][CH2:17][OH:18])=[CH:11][CH:10]=1, predict the reactants needed to synthesize it. The reactants are: [H-].[H-].[H-].[H-].[Li+].[Al+3].[OH:7][CH2:8][C:9]1[CH:14]=[CH:13][C:12]([CH2:15][CH2:16][C:17](O)=[O:18])=[CH:11][CH:10]=1.[NH4+].[Cl-]. (3) Given the product [F:1][C:2]1[CH:10]=[CH:9][C:8]2[N:7]([C:21]3[C:22]([CH3:34])=[N:23][C:24]([N:27]4[CH2:32][CH2:31][N:30]([CH3:33])[CH2:29][CH2:28]4)=[N:25][CH:26]=3)[C:6]3[CH:11]=[N:12][NH:13][C:5]=3[C:4]=2[CH:3]=1, predict the reactants needed to synthesize it. The reactants are: [F:1][C:2]1[CH:10]=[CH:9][C:8]2[NH:7][C:6]3[CH:11]=[N:12][N:13](C4CCCCO4)[C:5]=3[C:4]=2[CH:3]=1.Br[C:21]1[C:22]([CH3:34])=[N:23][C:24]([N:27]2[CH2:32][CH2:31][N:30]([CH3:33])[CH2:29][CH2:28]2)=[N:25][CH:26]=1.C([O-])([O-])=O.[Cs+].[Cs+].CN(C=O)C. (4) Given the product [C:47]([O:46][C:44]([N:39]1[C@@H:40]([CH3:43])[CH2:41][CH2:42][C@H:38]1[C:36]1[NH:35][C:34]2[C:51]3[C:30]([CH:31]=[CH:32][C:33]=2[N:37]=1)=[CH:29][C:28]1[C:22]2[C:23]([CH2:25][O:26][C:27]=1[CH:52]=3)=[CH:24][C:19]([C:16]1[NH:15][C:14]([C@@H:9]3[CH2:10][CH2:11][C@H:12]([CH3:13])[N:8]3[C:6]([O:5][C:1]([CH3:3])([CH3:2])[CH3:4])=[O:7])=[N:18][CH:17]=1)=[CH:20][CH:21]=2)=[O:45])([CH3:50])([CH3:48])[CH3:49], predict the reactants needed to synthesize it. The reactants are: [C:1]([O:5][C:6]([N:8]1[C@@H:12]([CH3:13])[CH2:11][CH2:10][C@H:9]1[C:14]1[NH:15][C:16]([C:19]2[CH:24]=[C:23]3[CH2:25][O:26][C:27]4[CH:52]=[C:51]5[C:30]([CH2:31][CH2:32][C:33]6[N:37]=[C:36]([C@@H:38]7[CH2:42][CH2:41][C@H:40]([CH3:43])[N:39]7[C:44]([O:46][C:47]([CH3:50])([CH3:49])[CH3:48])=[O:45])[NH:35][C:34]=65)=[CH:29][C:28]=4[C:22]3=[CH:21][CH:20]=2)=[CH:17][N:18]=1)=[O:7])([CH3:4])([CH3:3])[CH3:2]. (5) Given the product [Cl:18][C:19]1[N:20]=[C:21]([C:26]([NH:1][C@H:2]2[CH2:7][CH2:6][N:5]([C:8]([O:10][C:11]([CH3:12])([CH3:13])[CH3:14])=[O:9])[CH2:4][C@H:3]2[N:15]([CH3:17])[CH3:16])=[O:27])[NH:22][C:23]=1[CH2:24][CH3:25], predict the reactants needed to synthesize it. The reactants are: [NH2:1][C@H:2]1[CH2:7][CH2:6][N:5]([C:8]([O:10][C:11]([CH3:14])([CH3:13])[CH3:12])=[O:9])[CH2:4][C@H:3]1[N:15]([CH3:17])[CH3:16].[Cl:18][C:19]1[N:20]=[C:21]([C:26](O)=[O:27])[NH:22][C:23]=1[CH2:24][CH3:25].O.ON1C2C=CC=CC=2N=N1.CCN=C=NCCCN(C)C.Cl.C(N(CC)CC)C.